From a dataset of Full USPTO retrosynthesis dataset with 1.9M reactions from patents (1976-2016). Predict the reactants needed to synthesize the given product. (1) The reactants are: N/C(/C#N)=C(\N[C:7]([NH:9][C:10]1[CH:15]=[C:14]([O:16][CH3:17])[CH:13]=[CH:12][C:11]=1[F:18])=[O:8])/C#N.FC1C=CC(OC)=CC=1C(O)=O.C(Cl)(=O)C(Cl)=O.[N-]=[N+]=[N-].[Na+]. Given the product [F:18][C:11]1[CH:12]=[CH:13][C:14]([O:16][CH3:17])=[CH:15][C:10]=1[N:9]=[C:7]=[O:8], predict the reactants needed to synthesize it. (2) Given the product [Cl:1][C:2]1[CH:3]=[C:4]([CH:21]=[CH:22][C:23]=1[O:24][CH3:25])[CH2:5][NH:6][C:7]1[C:12]([C:13]([O:15][CH2:16][CH3:17])=[O:14])=[CH:11][N:10]=[C:9]([N:33]2[CH2:39][CH2:38][CH2:37][C@H:34]2[CH2:35][OH:36])[N:8]=1, predict the reactants needed to synthesize it. The reactants are: [Cl:1][C:2]1[CH:3]=[C:4]([CH:21]=[CH:22][C:23]=1[O:24][CH3:25])[CH2:5][NH:6][C:7]1[C:12]([C:13]([O:15][CH2:16][CH3:17])=[O:14])=[CH:11][N:10]=[C:9](S(C)=O)[N:8]=1.C(N(CC)CC)C.[NH:33]1[CH2:39][CH2:38][CH2:37][C@H:34]1[CH2:35][OH:36]. (3) The reactants are: [CH3:1][C:2]1[O:3][C:4]([CH:7]([CH2:13][N+:14]([O-])=O)[CH2:8][C:9](OC)=[O:10])=[CH:5][N:6]=1. Given the product [CH3:1][C:2]1[O:3][C:4]([CH:7]2[CH2:13][NH:14][C:9](=[O:10])[CH2:8]2)=[CH:5][N:6]=1, predict the reactants needed to synthesize it. (4) Given the product [F:2][C:3]1[CH:10]=[CH:9][CH:8]=[CH:7][C:4]=1[CH2:5][C:17]([CH:11]1[CH2:16][CH2:15][CH2:14][CH2:13][CH2:12]1)=[O:18], predict the reactants needed to synthesize it. The reactants are: [Cl-].[F:2][C:3]1[CH:10]=[CH:9][CH:8]=[CH:7][C:4]=1[CH2:5][Zn+].[CH:11]1([C:17](Cl)=[O:18])[CH2:16][CH2:15][CH2:14][CH2:13][CH2:12]1. (5) Given the product [C:16]([O:15][C:13]([NH:1][C:2]1[CH:11]=[CH:10][C:5]([C:6]([O:8][CH3:9])=[O:7])=[CH:4][C:3]=1[I:12])=[O:14])([CH3:19])([CH3:18])[CH3:17], predict the reactants needed to synthesize it. The reactants are: [NH2:1][C:2]1[CH:11]=[CH:10][C:5]([C:6]([O:8][CH3:9])=[O:7])=[CH:4][C:3]=1[I:12].[C:13](O[C:13]([O:15][C:16]([CH3:19])([CH3:18])[CH3:17])=[O:14])([O:15][C:16]([CH3:19])([CH3:18])[CH3:17])=[O:14].C(N(CC)CC)C. (6) Given the product [F:26][C:23]1[CH:22]=[CH:21][C:20]([CH2:19][N:16]2[N:15]3[C:7](=[CH:8][C:9]4[C:14]3=[CH:13][C:12]([C:27]([F:30])([F:28])[F:29])=[CH:11][CH:10]=4)[C:6]([OH:31])=[C:5]([C:3]([NH:32][C@@H:33]([CH3:34])[C:35]([OH:37])=[O:36])=[O:4])[C:17]2=[O:18])=[CH:25][CH:24]=1, predict the reactants needed to synthesize it. The reactants are: CO[C:3]([C:5]1[C:17](=[O:18])[N:16]([CH2:19][C:20]2[CH:25]=[CH:24][C:23]([F:26])=[CH:22][CH:21]=2)[N:15]2[C:7](=[CH:8][C:9]3[C:14]2=[CH:13][C:12]([C:27]([F:30])([F:29])[F:28])=[CH:11][CH:10]=3)[C:6]=1[OH:31])=[O:4].[NH2:32][C@H:33]([C:35]([OH:37])=[O:36])[CH3:34].C[O-].[Na+]. (7) Given the product [Cl:40][C:38]1[S:39][C:35]([C:33]([C:32]2[C:27]([NH:26][C@H:12]3[CH2:13][C@H:14]([O:15][Si:16]([CH:23]([CH3:25])[CH3:24])([CH:20]([CH3:21])[CH3:22])[CH:17]([CH3:18])[CH3:19])[C@@H:10]([CH2:9][OH:8])[CH2:11]3)=[N:28][CH:29]=[N:30][CH:31]=2)=[O:34])=[CH:36][C:37]=1[C:41](=[O:43])[CH3:42], predict the reactants needed to synthesize it. The reactants are: [Si]([O:8][CH2:9][C@@H:10]1[C@@H:14]([O:15][Si:16]([CH:23]([CH3:25])[CH3:24])([CH:20]([CH3:22])[CH3:21])[CH:17]([CH3:19])[CH3:18])[CH2:13][C@H:12]([NH:26][C:27]2[C:32]([C:33]([C:35]3[S:39][C:38]([Cl:40])=[C:37]([C:41](=[O:43])[CH3:42])[CH:36]=3)=[O:34])=[CH:31][N:30]=[CH:29][N:28]=2)[CH2:11]1)(C(C)(C)C)(C)C.Cl.